From a dataset of Acute oral toxicity (LD50) regression data from Zhu et al.. Regression/Classification. Given a drug SMILES string, predict its toxicity properties. Task type varies by dataset: regression for continuous values (e.g., LD50, hERG inhibition percentage) or binary classification for toxic/non-toxic outcomes (e.g., AMES mutagenicity, cardiotoxicity, hepatotoxicity). Dataset: ld50_zhu. (1) The molecule is CNC(=O)Oc1cc(C(C)(C)C)cc(C(C)(C)C)c1. The rat oral LD50 is 2.17, given as -log10 of the dose in mol/kg body weight (higher means more acutely toxic). (2) The drug is OC1(c2ccccc2)c2ccccc2C2=NCCN21. The rat oral LD50 is 2.92, given as -log10 of the dose in mol/kg body weight (higher means more acutely toxic). (3) The drug is COP(=S)(OC)Oc1cc(C(C)C)ccc1C. The rat oral LD50 is 2.56, given as -log10 of the dose in mol/kg body weight (higher means more acutely toxic). (4) The rat oral LD50 is 2.74, given as -log10 of the dose in mol/kg body weight (higher means more acutely toxic). The molecule is COS(=O)(=O)c1ccc(C)cc1.